This data is from Full USPTO retrosynthesis dataset with 1.9M reactions from patents (1976-2016). The task is: Predict the reactants needed to synthesize the given product. (1) The reactants are: C(OC([N:8]1[CH2:13][CH2:12][C:11]([C:14]2[CH:19]=[CH:18][C:17]([C@@H:20]3[C@@H:22]([C:23]4[CH:28]=[CH:27][CH:26]=[CH:25][CH:24]=4)[C@H:21]3[C:29]([O:31][CH3:32])=[O:30])=[CH:16][CH:15]=2)=[CH:10][CH2:9]1)=O)(C)(C)C. Given the product [CH3:32][O:31][C:29]([C@H:21]1[C@H:20]([C:17]2[CH:18]=[CH:19][C:14]([C:11]3[CH2:12][CH2:13][NH:8][CH2:9][CH:10]=3)=[CH:15][CH:16]=2)[C@H:22]1[C:23]1[CH:24]=[CH:25][CH:26]=[CH:27][CH:28]=1)=[O:30], predict the reactants needed to synthesize it. (2) Given the product [OH:5][C:3]([CH3:4])([CH3:6])[CH:2]([NH:1][CH:22]=[O:23])[CH2:7][C:8]1[CH:13]=[CH:12][C:11]([O:14][CH3:15])=[C:10]([O:16][CH2:17][CH2:18][CH2:19][O:20][CH3:21])[CH:9]=1, predict the reactants needed to synthesize it. The reactants are: [NH2:1][CH:2]([CH2:7][C:8]1[CH:13]=[CH:12][C:11]([O:14][CH3:15])=[C:10]([O:16][CH2:17][CH2:18][CH2:19][O:20][CH3:21])[CH:9]=1)[C:3]([CH3:6])([OH:5])[CH3:4].[CH:22](O)=[O:23]. (3) Given the product [CH2:1]([O:8][C:9]([NH:11][C:12]1[C:17](=[O:18])[N:16]2[C@H:19]([C:22]([OH:24])=[O:23])[CH2:20][CH2:21][C:15]2=[N:14][CH:13]=1)=[O:10])[C:2]1[CH:3]=[CH:4][CH:5]=[CH:6][CH:7]=1, predict the reactants needed to synthesize it. The reactants are: [CH2:1]([O:8][C:9]([NH:11][C:12]1[C:17](=[O:18])[N:16]2[C@H:19]([C:22]([O:24]C(C)(C)C)=[O:23])[CH2:20][CH2:21][C:15]2=[N:14][CH:13]=1)=[O:10])[C:2]1[CH:7]=[CH:6][CH:5]=[CH:4][CH:3]=1.C(Cl)Cl.C(O)(C(F)(F)F)=O. (4) Given the product [CH2:13]([NH:20][C:4]1[C:5]2[N:6]([CH:8]=[CH:9][C:10]=2[Cl:11])[N:7]=[C:2]([Cl:1])[CH:3]=1)[C:14]1[CH:19]=[CH:18][CH:17]=[CH:16][CH:15]=1, predict the reactants needed to synthesize it. The reactants are: [Cl:1][C:2]1[CH:3]=[C:4](Cl)[C:5]2[N:6]([CH:8]=[CH:9][C:10]=2[Cl:11])[N:7]=1.[CH2:13]([NH2:20])[C:14]1[CH:19]=[CH:18][CH:17]=[CH:16][CH:15]=1.